From a dataset of Full USPTO retrosynthesis dataset with 1.9M reactions from patents (1976-2016). Predict the reactants needed to synthesize the given product. (1) Given the product [C:1]([C:3]1[CH:23]=[CH:22][C:6]2[NH:7][C:8](=[O:21])[C@@H:9]([NH:13][C:14](=[O:20])[O:15][C:16]([CH3:18])([CH3:19])[CH3:17])[C@H:10]([CH3:12])[N:11]([C:29](=[O:30])[CH2:28][S:25]([CH3:24])(=[O:27])=[O:26])[C:5]=2[CH:4]=1)#[N:2], predict the reactants needed to synthesize it. The reactants are: [C:1]([C:3]1[CH:23]=[CH:22][C:6]2[NH:7][C:8](=[O:21])[C@@H:9]([NH:13][C:14](=[O:20])[O:15][C:16]([CH3:19])([CH3:18])[CH3:17])[C@H:10]([CH3:12])[NH:11][C:5]=2[CH:4]=1)#[N:2].[CH3:24][S:25]([CH2:28][C:29](O)=[O:30])(=[O:27])=[O:26].P(Cl)(Cl)(Cl)=O. (2) Given the product [Cl:1][C:2]1[N:3]=[C:4]2[C:9](=[CH:10][CH:11]=1)[N:8]([CH3:18])[CH:7]=[C:6]([C:12]([O:14][CH2:15][CH3:16])=[O:13])[C:5]2=[O:17], predict the reactants needed to synthesize it. The reactants are: [Cl:1][C:2]1[N:3]=[C:4]2[C:9](=[CH:10][CH:11]=1)[N:8]=[CH:7][C:6]([C:12]([O:14][CH2:15][CH3:16])=[O:13])=[C:5]2[OH:17].[C:18](=O)([O-])[O-].[K+].[K+].IC.O. (3) Given the product [CH3:16][O:13][C:11](=[O:12])[CH2:10][CH2:9][C:5]1[CH2:4][CH:3]([OH:2])[CH2:8][CH2:7][CH:6]=1, predict the reactants needed to synthesize it. The reactants are: C[O:2][C:3]1[CH:4]=[C:5]([CH2:9][CH2:10][C:11]([OH:13])=[O:12])[CH:6]=[CH:7][CH:8]=1.N.[Na].[CH3:16][Si](C=[N+]=[N-])(C)C.[BH4-].[Na+].[Cl-].[NH4+]. (4) Given the product [C:11]([C:8]1[CH:9]=[CH:10][C:2]([N:33]2[CH2:38][CH2:37][CH2:36][C@@H:35]([NH:39][C:40]([C:42]3[S:43][CH:44]=[CH:45][N:46]=3)=[O:41])[CH2:34]2)=[C:3]2[C:7]=1[N:6]([S:13]([C:16]1[CH:22]=[CH:21][C:19]([CH3:20])=[CH:18][CH:17]=1)(=[O:14])=[O:15])[C:5]([C:23]1[CH2:24][CH2:25][N:26]([S:29]([CH3:32])(=[O:31])=[O:30])[CH2:27][CH:28]=1)=[CH:4]2)#[N:12], predict the reactants needed to synthesize it. The reactants are: F[C:2]1[CH:10]=[CH:9][C:8]([C:11]#[N:12])=[C:7]2[C:3]=1[CH:4]=[C:5]([C:23]1[CH2:24][CH2:25][N:26]([S:29]([CH3:32])(=[O:31])=[O:30])[CH2:27][CH:28]=1)[N:6]2[S:13]([C:16]1[CH:22]=[CH:21][C:19]([CH3:20])=[CH:18][CH:17]=1)(=[O:15])=[O:14].[NH:33]1[CH2:38][CH2:37][CH2:36][C@@H:35]([NH:39][C:40]([C:42]2[S:43][CH:44]=[CH:45][N:46]=2)=[O:41])[CH2:34]1.O. (5) Given the product [CH2:1]([O:8][CH2:9][C@@H:10]1[CH2:15][CH2:14][C@H:13]([CH2:16][NH2:17])[CH2:12][CH2:11]1)[C:2]1[CH:7]=[CH:6][CH:5]=[CH:4][CH:3]=1, predict the reactants needed to synthesize it. The reactants are: [CH2:1]([O:8][CH2:9][C@@H:10]1[CH2:15][CH2:14][C@H:13]([CH2:16][NH:17]C(=O)OCC2C=CC=CC=2)[CH2:12][CH2:11]1)[C:2]1[CH:7]=[CH:6][CH:5]=[CH:4][CH:3]=1.[OH-].[K+].Cl. (6) Given the product [Cl:1][C:2]1[CH:10]=[CH:9][CH:8]=[C:7]([F:11])[C:3]=1[C:4]([NH:20][CH2:19][CH:18]([CH:15]1[CH2:16][CH2:17][O:12][CH2:13][CH2:14]1)[C:21]1[CH:22]=[N:23][C:24]([C:27]([F:29])([F:30])[F:28])=[N:25][CH:26]=1)=[O:6], predict the reactants needed to synthesize it. The reactants are: [Cl:1][C:2]1[CH:10]=[CH:9][CH:8]=[C:7]([F:11])[C:3]=1[C:4]([OH:6])=O.[O:12]1[CH2:17][CH2:16][CH:15]([CH:18]([C:21]2[CH:22]=[N:23][C:24]([C:27]([F:30])([F:29])[F:28])=[N:25][CH:26]=2)[CH2:19][NH2:20])[CH2:14][CH2:13]1. (7) Given the product [CH3:14][O:13][C:11]([C:10]1[CH:9]=[C:15]([OH:16])[C:6]2[C:4](=[CH:3][C:2]([Cl:1])=[CH:8][CH:7]=2)[N:5]=1)=[O:12], predict the reactants needed to synthesize it. The reactants are: [Cl:1][C:2]1[CH:3]=[C:4]([CH:6]=[CH:7][CH:8]=1)[NH2:5].[C:9]([C:15](OC)=[O:16])#[C:10][C:11]([O:13][CH3:14])=[O:12]. (8) Given the product [Cl:1][CH2:2][C:3]1[O:5][N:6]=[C:7]([C:8]2[CH:13]=[CH:12][C:11]([CH3:14])=[CH:10][CH:9]=2)[N:15]=1, predict the reactants needed to synthesize it. The reactants are: [Cl:1][CH2:2][C:3]([O:5]/[N:6]=[C:7](\[NH2:15])/[C:8]1[CH:13]=[CH:12][C:11]([CH3:14])=[CH:10][CH:9]=1)=O.